From a dataset of NCI-60 drug combinations with 297,098 pairs across 59 cell lines. Regression. Given two drug SMILES strings and cell line genomic features, predict the synergy score measuring deviation from expected non-interaction effect. Drug 1: C1CN1C2=NC(=NC(=N2)N3CC3)N4CC4. Drug 2: COC1=CC(=CC(=C1O)OC)C2C3C(COC3=O)C(C4=CC5=C(C=C24)OCO5)OC6C(C(C7C(O6)COC(O7)C8=CC=CS8)O)O. Cell line: BT-549. Synergy scores: CSS=47.3, Synergy_ZIP=-6.10, Synergy_Bliss=-2.02, Synergy_Loewe=-16.3, Synergy_HSA=1.59.